This data is from Catalyst prediction with 721,799 reactions and 888 catalyst types from USPTO. The task is: Predict which catalyst facilitates the given reaction. (1) Reactant: [F:1][C:2]([F:22])([F:21])[C:3]1[CH:4]=[C:5]([C:9]2[S:10][CH:11]=[C:12]([C:14]3[N:18]=[N:17][NH:16][C:15]=3[C:19]#[N:20])[N:13]=2)[CH:6]=[CH:7][CH:8]=1.C1C(=O)N([Cl:30])C(=O)C1. Product: [Cl:30][C:11]1[S:10][C:9]([C:5]2[CH:6]=[CH:7][CH:8]=[C:3]([C:2]([F:1])([F:21])[F:22])[CH:4]=2)=[N:13][C:12]=1[C:14]1[N:18]=[N:17][NH:16][C:15]=1[C:19]#[N:20]. The catalyst class is: 23. (2) Reactant: [CH:1]([O:4][C:5]([N:7]1[CH2:12][CH2:11][CH:10]([O:13][C:14]2[C:19]([O:20][CH3:21])=[C:18]([Cl:22])[N:17]=[CH:16][N:15]=2)[CH2:9][CH2:8]1)=[O:6])([CH3:3])[CH3:2].C([Si](C)(C)[O:28][CH2:29][CH2:30][S:31][C:32]1[N:37]=[C:36]([CH3:38])[C:35]([NH2:39])=[CH:34][CH:33]=1)(C)(C)C.C(N1CCN2CCN(CC(C)C)P1N(CC(C)C)CC2)C(C)C.CC([O-])(C)C.[Na+]. Product: [CH:1]([O:4][C:5]([N:7]1[CH2:12][CH2:11][CH:10]([O:13][C:14]2[C:19]([O:20][CH3:21])=[C:18]([NH:39][C:35]3[C:36]([CH3:38])=[N:37][C:32]([S:31][CH2:30][CH2:29][OH:28])=[CH:33][CH:34]=3)[N:17]=[CH:16][N:15]=2)[CH2:9][CH2:8]1)=[O:6])([CH3:3])[CH3:2].[ClH:22]. The catalyst class is: 160. (3) Product: [N:22]1[CH:21]=[CH:20][C:19]([CH:10]([O:11][Si:12]([C:15]([CH3:18])([CH3:17])[CH3:16])([CH3:13])[CH3:14])[C:7]2[CH:8]=[CH:9][C:4]([C:3]([OH:31])=[O:2])=[C:5]([C:25]3[CH:30]=[CH:29][CH:28]=[CH:27][CH:26]=3)[CH:6]=2)=[CH:24][CH:23]=1. Reactant: C[O:2][C:3](=[O:31])[C:4]1[CH:9]=[CH:8][C:7]([CH:10]([C:19]2[CH:24]=[CH:23][N:22]=[CH:21][CH:20]=2)[O:11][Si:12]([C:15]([CH3:18])([CH3:17])[CH3:16])([CH3:14])[CH3:13])=[CH:6][C:5]=1[C:25]1[CH:30]=[CH:29][CH:28]=[CH:27][CH:26]=1.[Li+].[OH-]. The catalyst class is: 5. (4) Reactant: [N+:1]([C:4]1[CH:5]=[C:6]2[C:10](=[CH:11][CH:12]=1)[NH:9][C:8](=[O:13])[C:7]2=[O:14])([O-:3])=[O:2].[CH3:15][C:16]([CH3:21])([CH2:19]O)[CH2:17][OH:18].O.C1(C)C=CC(S(O)(=O)=O)=CC=1. Product: [CH3:15][C:16]1([CH3:21])[CH2:17][O:18][C:7]2([C:6]3[C:10](=[CH:11][CH:12]=[C:4]([N+:1]([O-:3])=[O:2])[CH:5]=3)[NH:9][C:8]2=[O:13])[O:14][CH2:19]1. The catalyst class is: 244. (5) Reactant: C(OC([N:8]1[CH2:13][CH2:12][CH:11]([NH:14][CH2:15][C:16]2[CH:21]=[CH:20][CH:19]=[C:18]([C:22]3[CH:23]=[C:24]([NH:31][C:32]4[CH:37]=[CH:36][CH:35]=[C:34]([N:38]5[CH2:42][CH2:41][CH2:40][CH:39]5[CH3:43])[N:33]=4)[C:25]4[N:26]([CH:28]=[CH:29][N:30]=4)[N:27]=3)[CH:17]=2)[CH2:10][CH2:9]1)=O)(C)(C)C.[ClH:44]. Product: [ClH:44].[CH3:43][CH:39]1[CH2:40][CH2:41][CH2:42][N:38]1[C:34]1[N:33]=[C:32]([NH:31][C:24]2[C:25]3[N:26]([CH:28]=[CH:29][N:30]=3)[N:27]=[C:22]([C:18]3[CH:19]=[CH:20][CH:21]=[C:16]([CH2:15][NH:14][CH:11]4[CH2:12][CH2:13][NH:8][CH2:9][CH2:10]4)[CH:17]=3)[CH:23]=2)[CH:37]=[CH:36][CH:35]=1. The catalyst class is: 4.